Dataset: Reaction yield outcomes from USPTO patents with 853,638 reactions. Task: Predict the reaction yield, written as a fraction of the theoretical maximum amount of product (1.0 means a 100% yield; for example, 0.34 means a 34% yield). (1) The reactants are [F:1][C:2]([F:26])([F:25])[C:3]1[CH:4]=[CH:5][C:6]2[C:10]([N:11]3[CH2:16][CH2:15][N:14]([CH2:17][C@@H:18]4[CH2:20][C@H:19]4[C:21]([OH:23])=O)[CH2:13][CH2:12]3)=[CH:9][S:8][C:7]=2[CH:24]=1.C(OC(C(=NOC(N(C)C)=[N+](C)C)C#N)=O)C.F[B-](F)(F)F.CN1CCOCC1.[CH3:56][C@H:57]1[CH2:62][CH2:61][C@H:60]([NH2:63])[CH2:59][CH2:58]1. The catalyst is CN(C=O)C. The product is [CH3:56][C@H:57]1[CH2:62][CH2:61][C@H:60]([NH:63][C:21]([C@@H:19]2[CH2:20][C@H:18]2[CH2:17][N:14]2[CH2:15][CH2:16][N:11]([C:10]3[C:6]4[CH:5]=[CH:4][C:3]([C:2]([F:1])([F:25])[F:26])=[CH:24][C:7]=4[S:8][CH:9]=3)[CH2:12][CH2:13]2)=[O:23])[CH2:59][CH2:58]1. The yield is 0.760. (2) The reactants are [Cl:1][C:2]1[CH:7]=[CH:6][C:5]([CH2:8][C:9]2[CH:14]=[CH:13][N:12]=[CH:11][CH:10]=2)=[CH:4][C:3]=1[S:15]([NH2:18])(=[O:17])=[O:16].Cl. The catalyst is CCOCC.CO.[Pt](=O)=O. The product is [ClH:1].[Cl:1][C:2]1[CH:7]=[CH:6][C:5]([CH2:8][CH:9]2[CH2:14][CH2:13][NH:12][CH2:11][CH2:10]2)=[CH:4][C:3]=1[S:15]([NH2:18])(=[O:16])=[O:17]. The yield is 1.00. (3) The reactants are [C:1]([C:4]1[N:12]=[C:11]([C:13]2[CH:21]=[CH:20][C:16]([C:17]([OH:19])=[O:18])=[CH:15][CH:14]=2)[N:10]=[C:9]2[C:5]=1[NH:6][C:7](=[O:30])[N:8]2[C:22]1[CH:27]=[CH:26][CH:25]=[CH:24][C:23]=1[O:28][CH3:29])(=[O:3])[NH2:2].N/[C:32](/C#N)=C(\NC(NC1C=CC=CC=1OC)=O)/C#N.C(C1C=CC(C(O)=O)=CC=1)=O. The catalyst is C(N(CC)CC)C. The product is [CH3:32][O:18][C:17](=[O:19])[C:16]1[CH:15]=[CH:14][C:13]([C:11]2[N:10]=[C:9]3[C:5]([NH:6][C:7](=[O:30])[N:8]3[C:22]3[CH:27]=[CH:26][CH:25]=[CH:24][C:23]=3[O:28][CH3:29])=[C:4]([C:1](=[O:3])[NH2:2])[N:12]=2)=[CH:21][CH:20]=1. The yield is 0.510. (4) The reactants are [CH3:1][S:2]([N:5]1[CH2:10][CH2:9][C:8]2[N:11]([CH2:24][CH2:25][CH:26]=O)[N:12]=[C:13]([C:14]3[CH:19]=[CH:18][C:17]([C:20]([F:23])([F:22])[F:21])=[CH:16][CH:15]=3)[C:7]=2[CH2:6]1)(=[O:4])=[O:3].[N+:28]([C:31]1[CH:36]=[CH:35][CH:34]=[CH:33][C:32]=1[N:37]1[CH2:42][CH2:41][NH:40][CH2:39][CH2:38]1)([O-:30])=[O:29].CC(O)=O.[BH-](OC(C)=O)(OC(C)=O)OC(C)=O.[Na+].C([O-])(O)=O.[Na+]. The catalyst is C(Cl)Cl. The product is [CH3:1][S:2]([N:5]1[CH2:10][CH2:9][C:8]2[N:11]([CH2:24][CH2:25][CH2:26][N:40]3[CH2:41][CH2:42][N:37]([C:32]4[CH:33]=[CH:34][CH:35]=[CH:36][C:31]=4[N+:28]([O-:30])=[O:29])[CH2:38][CH2:39]3)[N:12]=[C:13]([C:14]3[CH:19]=[CH:18][C:17]([C:20]([F:23])([F:22])[F:21])=[CH:16][CH:15]=3)[C:7]=2[CH2:6]1)(=[O:4])=[O:3]. The yield is 0.710. (5) The catalyst is [Fe].O. The reactants are [CH3:1][O:2][C:3]([C:5]1[S:6][C:7]([N+:20]([O-])=O)=[C:8]([S:10]([C:13]2[CH:18]=[CH:17][CH:16]=[C:15]([Br:19])[CH:14]=2)(=[O:12])=[O:11])[CH:9]=1)=[O:4].CCO.[Cl-].[NH4+]. The product is [CH3:1][O:2][C:3]([C:5]1[S:6][C:7]([NH2:20])=[C:8]([S:10]([C:13]2[CH:18]=[CH:17][CH:16]=[C:15]([Br:19])[CH:14]=2)(=[O:11])=[O:12])[CH:9]=1)=[O:4]. The yield is 1.00. (6) The reactants are Br[C:2]1[CH2:6][CH2:5][C:4](=[O:7])[CH:3]=1.[B:8]1([B:8]2[O:12][C:11]([CH3:14])([CH3:13])[C:10]([CH3:16])([CH3:15])[O:9]2)[O:12][C:11]([CH3:14])([CH3:13])[C:10]([CH3:16])([CH3:15])[O:9]1.C([O-])(=O)C.[K+]. The catalyst is O1CCOCC1.C1C=CC(P(C2C=CC=CC=2)[C-]2C=CC=C2)=CC=1.C1C=CC(P(C2C=CC=CC=2)[C-]2C=CC=C2)=CC=1.Cl[Pd]Cl.[Fe+2]. The product is [CH3:15][C:10]1([CH3:16])[C:11]([CH3:14])([CH3:13])[O:12][B:8]([C:2]2[CH2:6][CH2:5][C:4](=[O:7])[CH:3]=2)[O:9]1. The yield is 0.610. (7) The reactants are Cl.Cl.Cl.[NH2:4][C:5]1[N:13]=[C:12]([O:14][CH2:15][CH2:16][CH2:17][CH3:18])[N:11]=[C:10]2[C:6]=1[NH:7][C:8](=[O:32])[N:9]2[CH2:19][CH2:20][CH2:21][NH:22][CH2:23][CH2:24][CH2:25][N:26]1[CH2:31][CH2:30][O:29][CH2:28][CH2:27]1.C(=O)([O-])[O-].[Na+].[Na+].C(Cl)(Cl)Cl.[C:43]([OH:50])(=[O:49])/[CH:44]=[CH:45]\[C:46]([OH:48])=[O:47]. The catalyst is [Cl-].[Na+].O.CO. The product is [C:43]([OH:50])(=[O:49])/[CH:44]=[CH:45]\[C:46]([OH:48])=[O:47].[C:43]([OH:50])(=[O:49])/[CH:44]=[CH:45]\[C:46]([OH:48])=[O:47].[NH2:4][C:5]1[N:13]=[C:12]([O:14][CH2:15][CH2:16][CH2:17][CH3:18])[N:11]=[C:10]2[C:6]=1[NH:7][C:8](=[O:32])[N:9]2[CH2:19][CH2:20][CH2:21][NH:22][CH2:23][CH2:24][CH2:25][N:26]1[CH2:27][CH2:28][O:29][CH2:30][CH2:31]1. The yield is 0.948. (8) The reactants are [C:1]([O:5][C:6]([N:8]1[CH2:13][C@H:12]([CH2:14][F:15])[NH:11][CH2:10][C@H:9]1[CH3:16])=[O:7])([CH3:4])([CH3:3])[CH3:2].C(=O)([O-])[O-].[K+].[K+].Br[CH2:24][C:25]([O:27][CH2:28][C:29]1[CH:34]=[CH:33][CH:32]=[CH:31][CH:30]=1)=[O:26].C(#N)C. The catalyst is O. The product is [C:1]([O:5][C:6]([N:8]1[CH2:13][C@H:12]([CH2:14][F:15])[N:11]([CH2:24][C:25]([O:27][CH2:28][C:29]2[CH:34]=[CH:33][CH:32]=[CH:31][CH:30]=2)=[O:26])[CH2:10][C@H:9]1[CH3:16])=[O:7])([CH3:4])([CH3:3])[CH3:2]. The yield is 0.870. (9) The reactants are [CH3:1][S:2]([NH2:5])(=[O:4])=[O:3].[H-].[Na+].Cl[CH2:9][CH2:10][C:11]([C:13]1[CH:18]=[CH:17][CH:16]=[CH:15][CH:14]=1)=[O:12].O. The catalyst is CN(C=O)C. The product is [CH3:1][S:2]([NH:5][CH2:9][CH2:10][C:11]([C:13]1[CH:18]=[CH:17][CH:16]=[CH:15][CH:14]=1)=[O:12])(=[O:4])=[O:3]. The yield is 0.210.